This data is from Reaction yield outcomes from USPTO patents with 853,638 reactions. The task is: Predict the reaction yield, written as a fraction of the theoretical maximum amount of product (1.0 means a 100% yield; for example, 0.34 means a 34% yield). (1) The reactants are [CH:1]1([S:4]([NH2:7])(=[O:6])=[O:5])[CH2:3][CH2:2]1.C(N(CC)CC)C.[CH3:15][C:16]([O:19][C:20](O[C:20]([O:19][C:16]([CH3:18])([CH3:17])[CH3:15])=[O:21])=[O:21])([CH3:18])[CH3:17]. The catalyst is C(Cl)Cl.CN(C1C=CN=CC=1)C.O. The product is [CH:1]1([S:4]([NH:7][C:20](=[O:21])[O:19][C:16]([CH3:18])([CH3:17])[CH3:15])(=[O:6])=[O:5])[CH2:3][CH2:2]1. The yield is 0.650. (2) The reactants are Cl[C:2]1[N:7]=[C:6]2[O:8][C:9]([C:11]3[CH:16]=[CH:15][C:14]([O:17][CH3:18])=[CH:13][CH:12]=3)=[N:10][C:5]2=[CH:4][CH:3]=1.[NH:19]1[CH2:26][CH2:25]C[C@H:20]1[C:21](O)=[O:22].N1CCOCC1.[O-]P([O-])([O-])=O.[K+].[K+].[K+]. The catalyst is CS(C)=O.O.[Cu]I. The product is [CH3:18][O:17][C:14]1[CH:15]=[CH:16][C:11]([C:9]2[O:8][C:6]3[C:5]([N:10]=2)=[CH:4][CH:3]=[C:2]([N:19]2[CH2:20][CH2:21][O:22][CH2:25][CH2:26]2)[N:7]=3)=[CH:12][CH:13]=1. The yield is 0.140. (3) The reactants are [Cl:1][CH2:2][C:3](=O)[CH2:4][C:5]([O:7][CH2:8][CH3:9])=[O:6].[C:11]1([CH:18]=CC=[C:14](O)[CH:13]=1)[OH:12].O. The catalyst is S(=O)(=O)(O)O. The product is [Cl:1][CH2:2][C:3]1[C:9]2[C:8](=[CH:18][C:11]([OH:12])=[CH:13][CH:14]=2)[O:7][C:5](=[O:6])[CH:4]=1. The yield is 0.840. (4) The reactants are I[C:2]1[N:3]=[CH:4][N:5]([C:7]([C:20]2[CH:25]=[CH:24][CH:23]=[CH:22][CH:21]=2)([C:14]2[CH:19]=[CH:18][CH:17]=[CH:16][CH:15]=2)[C:8]2[CH:13]=[CH:12][CH:11]=[CH:10][CH:9]=2)[CH:6]=1.CC[Mg+].[Br-].Br[C:31]1[C:40]([F:41])=[CH:39][CH:38]=[CH:37][C:32]=1[C:33]([O:35][CH3:36])=[O:34]. The catalyst is C1COCC1.C(Cl)Cl.[Cl-].[Cl-].[Zn+2].C1C=CC([P]([Pd]([P](C2C=CC=CC=2)(C2C=CC=CC=2)C2C=CC=CC=2)([P](C2C=CC=CC=2)(C2C=CC=CC=2)C2C=CC=CC=2)[P](C2C=CC=CC=2)(C2C=CC=CC=2)C2C=CC=CC=2)(C2C=CC=CC=2)C2C=CC=CC=2)=CC=1. The product is [F:41][C:40]1[C:31]([C:2]2[N:3]=[CH:4][N:5]([C:7]([C:8]3[CH:13]=[CH:12][CH:11]=[CH:10][CH:9]=3)([C:14]3[CH:19]=[CH:18][CH:17]=[CH:16][CH:15]=3)[C:20]3[CH:25]=[CH:24][CH:23]=[CH:22][CH:21]=3)[CH:6]=2)=[C:32]([CH:37]=[CH:38][CH:39]=1)[C:33]([O:35][CH3:36])=[O:34]. The yield is 0.410. (5) The reactants are [NH:1]1[CH2:6][CH2:5][NH:4][CH2:3][C:2]1=[O:7].CN(C=O)C.C(N(CC)CC)C.[Cl:20][C:21]1[CH:28]=[C:27](F)[CH:26]=[CH:25][C:22]=1[C:23]#[N:24]. The catalyst is O. The product is [Cl:20][C:21]1[CH:28]=[C:27]([N:4]2[CH2:5][CH2:6][NH:1][C:2](=[O:7])[CH2:3]2)[CH:26]=[CH:25][C:22]=1[C:23]#[N:24]. The yield is 0.940. (6) The reactants are Cl[C:2]1[N:7]=[C:6]([Cl:8])[N:5]=[C:4]([CH3:9])[N:3]=1.[NH2:10][C@@H:11]1[C:19]2[C:14](=[CH:15][CH:16]=[CH:17][CH:18]=2)[CH2:13][CH2:12]1.CCN(C(C)C)C(C)C.O. The catalyst is CN(C=O)C.C1(C)C=CC=CC=1. The product is [Cl:8][C:6]1[N:5]=[C:4]([CH3:9])[N:3]=[C:2]([NH:10][C@@H:11]2[C:19]3[C:14](=[CH:15][CH:16]=[CH:17][CH:18]=3)[CH2:13][CH2:12]2)[N:7]=1. The yield is 0.530. (7) The reactants are [CH2:1]1[C:11]2=[C:12]3[C:7](=[CH:8][CH:9]=[CH:10]2)[CH2:6][CH2:5][N:4]([CH2:13][CH2:14][CH2:15][NH:16][C:17](=O)[CH3:18])[CH:3]3[CH2:2]1.[H-].[H-].[H-].[H-].[Li+].[Al+3].O.[OH-].[Na+]. The catalyst is C1COCC1. The product is [CH2:17]([NH:16][CH2:15][CH2:14][CH2:13][N:4]1[CH2:5][CH2:6][C:7]2[C:12]3[CH:3]1[CH2:2][CH2:1][C:11]=3[CH:10]=[CH:9][CH:8]=2)[CH3:18]. The yield is 0.950.